Dataset: Catalyst prediction with 721,799 reactions and 888 catalyst types from USPTO. Task: Predict which catalyst facilitates the given reaction. (1) Reactant: [CH3:1][NH:2][CH:3]([CH3:16])[CH2:4][CH2:5][CH:6]([N+:13]([O-:15])=[O:14])[C:7]1[CH:12]=[CH:11][CH:10]=[CH:9][CH:8]=1.[CH2:17]=O.S([O-])([O-])(=O)=O.[Na+].[Na+]. Product: [CH3:1][N:2]1[CH2:17][C:6]([N+:13]([O-:15])=[O:14])([C:7]2[CH:12]=[CH:11][CH:10]=[CH:9][CH:8]=2)[CH2:5][CH2:4][CH:3]1[CH3:16]. The catalyst class is: 155. (2) Reactant: [CH2:1]([O:8][CH2:9][C@H:10]1[CH2:15][CH2:14][C@H:13]2[C@H:16]3[C@H:26]([CH2:27][CH2:28][C@:11]12[CH3:12])[C@:24]1([CH3:25])[C@H:19]([CH2:20][C@@H:21]([O:29][CH2:30][O:31][CH3:32])[CH2:22][CH2:23]1)[C:18](=[O:33])[CH2:17]3)[C:2]1[CH:7]=[CH:6][CH:5]=[CH:4][CH:3]=1.[H-].[H-].[H-].[H-].[Li+].[Al+3].CCOCC.[OH-].[Na+]. Product: [CH2:1]([O:8][CH2:9][C@H:10]1[CH2:15][CH2:14][C@H:13]2[C@H:16]3[C@H:26]([CH2:27][CH2:28][C@:11]12[CH3:12])[C@:24]1([CH3:25])[C@H:19]([CH2:20][C@@H:21]([O:29][CH2:30][O:31][CH3:32])[CH2:22][CH2:23]1)[C@H:18]([OH:33])[CH2:17]3)[C:2]1[CH:7]=[CH:6][CH:5]=[CH:4][CH:3]=1. The catalyst class is: 20. (3) Reactant: [Cl:1][C:2]1[C:3]([NH:9][C:10]2[CH:15]=[C:14]([I:16])[CH:13]=[CH:12][C:11]=2[O:17][CH:18]2[CH2:23][CH2:22][O:21][CH2:20][CH2:19]2)=[N:4][C:5]([NH2:8])=[N:6][CH:7]=1.[H-].[Na+].[CH3:26]I. Product: [Cl:1][C:2]1[C:3]([N:9]([C:10]2[CH:15]=[C:14]([I:16])[CH:13]=[CH:12][C:11]=2[O:17][CH:18]2[CH2:23][CH2:22][O:21][CH2:20][CH2:19]2)[CH3:26])=[N:4][C:5]([NH2:8])=[N:6][CH:7]=1. The catalyst class is: 3. (4) Reactant: [CH:1]1([CH2:7][C@@H:8]([NH2:24])[CH2:9][N:10]2[CH2:15][CH2:14][N:13]([C:16]3[CH:21]=[CH:20][CH:19]=[CH:18][C:17]=3[O:22][CH3:23])[CH2:12][CH2:11]2)[CH2:6][CH2:5][CH2:4][CH2:3][CH2:2]1.C(N(CC)CC)C.[CH:32]1([C:38](Cl)=[O:39])[CH2:37][CH2:36][CH2:35][CH2:34][CH2:33]1. The catalyst class is: 4. Product: [CH:1]1([CH2:7][C@@H:8]([NH:24][C:38]([CH:32]2[CH2:37][CH2:36][CH2:35][CH2:34][CH2:33]2)=[O:39])[CH2:9][N:10]2[CH2:15][CH2:14][N:13]([C:16]3[CH:21]=[CH:20][CH:19]=[CH:18][C:17]=3[O:22][CH3:23])[CH2:12][CH2:11]2)[CH2:6][CH2:5][CH2:4][CH2:3][CH2:2]1. (5) Reactant: [CH3:1][O:2][C:3](=[O:39])[NH:4][C@H:5]([C:9]([N:11]1[CH2:15][CH2:14][CH2:13][C@H:12]1[C:16]1[NH:17][CH:18]=[C:19]([C:21]2[CH:26]=[CH:25][C:24]([C:27]3[CH:32]=[CH:31][C:30]([NH2:33])=[CH:29][C:28]=3[O:34][C:35]([F:38])([F:37])[F:36])=[CH:23][CH:22]=2)[N:20]=1)=[O:10])[CH:6]([CH3:8])[CH3:7].Cl[C:41](OC1C=CC([N+]([O-])=O)=CC=1)=[O:42].Cl.Cl.[CH:55]1([C:58]([N:60]2[CH2:65][CH2:64][CH:63]([N:66]3[CH2:71][CH2:70][NH:69][CH2:68][C@@H:67]3[CH3:72])[CH2:62][CH2:61]2)=[O:59])[CH2:57][CH2:56]1.CCN(C(C)C)C(C)C. Product: [CH3:1][O:2][C:3](=[O:39])[NH:4][C@H:5]([C:9]([N:11]1[CH2:15][CH2:14][CH2:13][C@H:12]1[C:16]1[NH:17][CH:18]=[C:19]([C:21]2[CH:22]=[CH:23][C:24]([C:27]3[CH:32]=[CH:31][C:30]([NH:33][C:41]([N:69]4[CH2:70][CH2:71][N:66]([CH:63]5[CH2:64][CH2:65][N:60]([C:58]([CH:55]6[CH2:56][CH2:57]6)=[O:59])[CH2:61][CH2:62]5)[C@@H:67]([CH3:72])[CH2:68]4)=[O:42])=[CH:29][C:28]=3[O:34][C:35]([F:38])([F:36])[F:37])=[CH:25][CH:26]=2)[N:20]=1)=[O:10])[CH:6]([CH3:8])[CH3:7]. The catalyst class is: 44. (6) The catalyst class is: 7. Product: [Cl:3][C:4]1[CH:12]=[CH:11][C:7]([C:8]([NH2:2])=[O:9])=[C:6]([CH3:13])[CH:5]=1. Reactant: [OH-].[NH4+:2].[Cl:3][C:4]1[CH:12]=[CH:11][C:7]([C:8](Cl)=[O:9])=[C:6]([CH3:13])[CH:5]=1.O.